Task: Regression/Classification. Given a drug SMILES string, predict its absorption, distribution, metabolism, or excretion properties. Task type varies by dataset: regression for continuous measurements (e.g., permeability, clearance, half-life) or binary classification for categorical outcomes (e.g., BBB penetration, CYP inhibition). Dataset: cyp2d6_veith.. Dataset: CYP2D6 inhibition data for predicting drug metabolism from PubChem BioAssay The drug is Cc1nn2c(N3CCN(C(=O)c4ccco4)CC3)cc(C(C)(C)C)nc2c1-c1ccc(Cl)cc1. The result is 0 (non-inhibitor).